Dataset: Forward reaction prediction with 1.9M reactions from USPTO patents (1976-2016). Task: Predict the product of the given reaction. (1) Given the reactants [Br:1][C:2]1[CH:14]=[CH:13][CH:12]=[CH:11][C:3]=1[O:4][CH:5]1[CH2:10][CH2:9]S[CH2:7][CH2:6]1.C(Cl)Cl.ClC1C=C(C=CC=1)C(OO)=O.[OH-].[Na+].[O-:31][S:32]([O-:35])(=S)=O.[Na+].[Na+], predict the reaction product. The product is: [Br:1][C:2]1[CH:14]=[CH:13][CH:12]=[CH:11][C:3]=1[O:4][CH:5]1[CH2:6][CH2:7][S:32](=[O:35])(=[O:31])[CH2:9][CH2:10]1. (2) Given the reactants [C:1]1([S:11]([C:14]2[C:22]3[C:17](=[CH:18][CH:19]=[C:20]([CH:23]=[O:24])[CH:21]=3)[NH:16][N:15]=2)(=[O:13])=[O:12])[C:10]2[C:5](=[CH:6][CH:7]=[CH:8][CH:9]=2)[CH:4]=[CH:3][CH:2]=1.ClC1C=C(C=[CH:32][CH:33]=1)CBr.C(=O)([O-])[O-].[Cs+].[Cs+].[CH3:40][N:41](C=O)[CH3:42], predict the reaction product. The product is: [CH3:40][N:41]([CH3:42])[CH2:32][CH2:33][O:24][CH2:23][C:20]1[CH:21]=[C:22]2[C:17](=[CH:18][CH:19]=1)[NH:16][N:15]=[C:14]2[S:11]([C:1]1[C:10]2[C:5](=[CH:6][CH:7]=[CH:8][CH:9]=2)[CH:4]=[CH:3][CH:2]=1)(=[O:13])=[O:12]. (3) The product is: [Cl:26][C:27]1[CH:28]=[C:29]2[C:34](=[CH:35][CH:36]=1)[CH:33]=[C:32]([S:37]([NH:1][C@H:2]1[CH2:6][CH2:5][N:4]([C:7]3[CH:8]=[C:9]4[C:14](=[CH:15][C:16]=3[CH3:17])[CH2:13][N:12]([C:18]([O:20][C:21]([CH3:22])([CH3:24])[CH3:23])=[O:19])[CH2:11][CH2:10]4)[C:3]1=[O:25])(=[O:39])=[O:38])[CH:31]=[CH:30]2. Given the reactants [NH2:1][C@H:2]1[CH2:6][CH2:5][N:4]([C:7]2[CH:8]=[C:9]3[C:14](=[CH:15][C:16]=2[CH3:17])[CH2:13][N:12]([C:18]([O:20][C:21]([CH3:24])([CH3:23])[CH3:22])=[O:19])[CH2:11][CH2:10]3)[C:3]1=[O:25].[Cl:26][C:27]1[CH:28]=[C:29]2[C:34](=[CH:35][CH:36]=1)[CH:33]=[C:32]([S:37](Cl)(=[O:39])=[O:38])[CH:31]=[CH:30]2, predict the reaction product. (4) Given the reactants [CH3:1][N:2]1[CH2:7][CH2:6][N:5]([CH2:8][C:9]2[CH:34]=[CH:33][C:12]([C:13]([NH:15][C:16]3[CH:21]=[CH:20][CH:19]=[C:18]([NH:22][C:23]4[CH:24]=[CH:25][CH:26]=[C:27]5[C:31]=4[NH:30][C:29](=[O:32])[CH2:28]5)[CH:17]=3)=[O:14])=[CH:11][CH:10]=2)[CH2:4][CH2:3]1.[NH:35]1[CH:39]=[CH:38][CH:37]=[C:36]1[CH:40]=O, predict the reaction product. The product is: [CH3:1][N:2]1[CH2:3][CH2:4][N:5]([CH2:8][C:9]2[CH:10]=[CH:11][C:12]([C:13]([NH:15][C:16]3[CH:21]=[CH:20][CH:19]=[C:18]([NH:22][C:23]4[CH:24]=[CH:25][CH:26]=[C:27]5[C:31]=4[NH:30][C:29](=[O:32])[C:28]5=[CH:40][C:36]4[NH:35][CH:39]=[CH:38][CH:37]=4)[CH:17]=3)=[O:14])=[CH:33][CH:34]=2)[CH2:6][CH2:7]1. (5) Given the reactants [CH:1]([O:4][C:5]([N:7]1[CH2:12][CH2:11][CH:10]([N:13]([CH:27]2[CH2:29][CH2:28]2)[C:14]([C:16]2[CH:17]=[N:18][C:19]([N:22]3[CH:26]=[CH:25][N:24]=[CH:23]3)=[N:20][CH:21]=2)=[O:15])[CH2:9][CH2:8]1)=[O:6])([CH3:3])[CH3:2].[CH:30]1(N(C2CCNCC2)C(C2C=NC(N3C=CN=C3C)=NC=2)=O)CC1, predict the reaction product. The product is: [CH:1]([O:4][C:5]([N:7]1[CH2:8][CH2:9][CH:10]([N:13]([CH:27]2[CH2:28][CH2:29]2)[C:14]([C:16]2[CH:21]=[N:20][C:19]([N:22]3[CH:26]=[CH:25][N:24]=[C:23]3[CH3:30])=[N:18][CH:17]=2)=[O:15])[CH2:11][CH2:12]1)=[O:6])([CH3:3])[CH3:2]. (6) Given the reactants [Cl:1][C:2]1[CH:7]=[CH:6][C:5]([S:8][C:9]2[C:17]3[C:12](=[N:13][CH:14]=[CH:15][CH:16]=3)[NH:11][C:10]=2[CH:18]=O)=[CH:4][CH:3]=1.[CH2:20]([NH2:27])[C:21]1[CH:26]=[CH:25][CH:24]=[CH:23][CH:22]=1.C(O[BH-](OC(=O)C)OC(=O)C)(=O)C.[Na+], predict the reaction product. The product is: [CH2:20]([NH:27][CH2:18][C:10]1[NH:11][C:12]2=[N:13][CH:14]=[CH:15][CH:16]=[C:17]2[C:9]=1[S:8][C:5]1[CH:6]=[CH:7][C:2]([Cl:1])=[CH:3][CH:4]=1)[C:21]1[CH:26]=[CH:25][CH:24]=[CH:23][CH:22]=1. (7) Given the reactants [O:1](CC(OCCCCC(=O)C1C=CC=CC=1)=O)[C:2]1C=CC=C[CH:3]=1.[C:24]([O:27][C:28]([CH3:46])([CH2:35][CH2:36][CH2:37][C:38](=[O:45])[C:39]1[CH:44]=[CH:43][CH:42]=[CH:41][CH:40]=1)[CH2:29][CH2:30][CH:31]=[C:32]([CH3:34])[CH3:33])(=[O:26])[CH3:25], predict the reaction product. The product is: [C:24]([O:27][C:28]([CH3:46])([CH2:35][CH2:36][CH2:37][C:38]1([C:39]2[CH:40]=[CH:41][CH:42]=[CH:43][CH:44]=2)[O:1][CH2:2][CH2:3][O:45]1)[CH2:29][CH2:30][CH:31]=[C:32]([CH3:33])[CH3:34])(=[O:26])[CH3:25]. (8) Given the reactants C=O.F[C:4](F)(F)[C:5]([O-:7])=O.C[NH2+]C1C=CC=CC=1.[CH2:18]1[CH2:28][C:26](=O)C2[C:20](=[CH:21][CH:22]=[CH:23][CH:24]=2)[CH2:19]1.C(OCC)C, predict the reaction product. The product is: [CH2:24]=[C:23]1[CH2:22][CH2:21][C:20]2[C:4](=[CH:26][CH:28]=[CH:18][CH:19]=2)[C:5]1=[O:7]. (9) Given the reactants [Cl:1][C:2]1[S:6][C:5]([CH2:7][OH:8])=[C:4]([C:9]2[CH:14]=[CH:13][C:12]([Cl:15])=[CH:11][CH:10]=2)[CH:3]=1.[F:16][C:17]1[CH:18]=[C:19]([CH2:25][CH2:26][C:27]([O:29][CH2:30][CH3:31])=[O:28])[CH:20]=[C:21]([F:24])[C:22]=1O.C1CCN(C(N=NC(N2CCCCC2)=O)=O)CC1.P(CCCC)(CCCC)CCCC, predict the reaction product. The product is: [Cl:1][C:2]1[S:6][C:5]([CH2:7][O:8][C:22]2[C:21]([F:24])=[CH:20][C:19]([CH2:25][CH2:26][C:27]([O:29][CH2:30][CH3:31])=[O:28])=[CH:18][C:17]=2[F:16])=[C:4]([C:9]2[CH:14]=[CH:13][C:12]([Cl:15])=[CH:11][CH:10]=2)[CH:3]=1.